From a dataset of Experimental lipophilicity measurements (octanol/water distribution) for 4,200 compounds from AstraZeneca. Regression/Classification. Given a drug SMILES string, predict its absorption, distribution, metabolism, or excretion properties. Task type varies by dataset: regression for continuous measurements (e.g., permeability, clearance, half-life) or binary classification for categorical outcomes (e.g., BBB penetration, CYP inhibition). For this dataset (lipophilicity_astrazeneca), we predict Y. (1) The compound is CN1CCN(C2=Nc3cc(Cl)ccc3Nc3ccccc32)CC1. The Y is 3.08 logD. (2) The drug is NC(=O)c1cccc(O[C@@H]2C[C@@H]3CC[C@H](C2)N3CC2CCCCC2)c1. The Y is 1.55 logD. (3) The drug is Cc1nc(C)c(-c2ccc([C@H]3CC[C@@H](CC(=O)O)CC3)c(Cl)c2)nc1C(N)=O. The Y is 1.70 logD. (4) The compound is COc1ccc2ncc(=O)n(CCN3CC[C@@H](NCc4ccc5c(n4)NC(=O)CO5)[C@@H](OC)C3)c2c1. The Y is 0.510 logD. (5) The compound is CCOC(=O)c1cnc2c(N)cccc2c1O. The Y is 0.900 logD. (6) The compound is CS(=O)(=O)c1ccc(C(=O)Nc2ccc(Cl)c(-c3ccccn3)c2)c(Cl)c1. The Y is 2.84 logD. (7) The molecule is O=S(=O)(Cc1c(F)cccc1F)N1CCN(c2ncccc2C(F)(F)F)CC1. The Y is 3.90 logD.